Dataset: Full USPTO retrosynthesis dataset with 1.9M reactions from patents (1976-2016). Task: Predict the reactants needed to synthesize the given product. (1) The reactants are: FC(F)(F)C([NH:5][CH2:6][CH2:7][O:8][C:9]1[CH:14]=[CH:13][CH:12]=[C:11]([C:15]#[C:16][C:17]2([OH:24])[CH2:23][CH2:22][CH2:21][CH2:20][CH2:19][CH2:18]2)[CH:10]=1)=O.C([O-])([O-])=O.[K+].[K+]. Given the product [NH2:5][CH2:6][CH2:7][O:8][C:9]1[CH:10]=[C:11]([C:15]#[C:16][C:17]2([OH:24])[CH2:23][CH2:22][CH2:21][CH2:20][CH2:19][CH2:18]2)[CH:12]=[CH:13][CH:14]=1, predict the reactants needed to synthesize it. (2) The reactants are: [NH2:1][C:2]1[CH:3]=[CH:4][C:5]([C:8]([CH3:19])([C:14]([O:16][CH2:17][CH3:18])=[O:15])[C:9]([O:11][CH2:12][CH3:13])=[O:10])=[N:6][CH:7]=1.[Br-:20].[Na+].OOS([O-])=O.[K+]. Given the product [NH2:1][C:2]1[CH:3]=[CH:4][C:5]([C:8]([CH3:19])([C:9]([O:11][CH2:12][CH3:13])=[O:10])[C:14]([O:16][CH2:17][CH3:18])=[O:15])=[N:6][C:7]=1[Br:20], predict the reactants needed to synthesize it. (3) Given the product [Br:31][C:32]1[CH:37]=[CH:36][C:35]([C:6]2[C:5]3[CH:17]=[CH:18][N:19]([S:20]([C:23]4[CH:24]=[CH:25][C:26]([CH3:27])=[CH:28][CH:29]=4)(=[O:21])=[O:22])[C:4]=3[C:3](=[O:30])[N:2]([CH3:1])[CH:7]=2)=[C:34]([O:39][CH3:40])[CH:33]=1, predict the reactants needed to synthesize it. The reactants are: [CH3:1][N:2]1[CH:7]=[C:6](B2OC(C)(C)C(C)(C)O2)[C:5]2[CH:17]=[CH:18][N:19]([S:20]([C:23]3[CH:29]=[CH:28][C:26]([CH3:27])=[CH:25][CH:24]=3)(=[O:22])=[O:21])[C:4]=2[C:3]1=[O:30].[Br:31][C:32]1[CH:37]=[CH:36][C:35](I)=[C:34]([O:39][CH3:40])[CH:33]=1.[O-]P([O-])([O-])=O.[K+].[K+].[K+]. (4) Given the product [F:38][C:37]([F:40])([F:39])[S:34]([O:22][CH2:21][C:20]([F:23])([F:24])[CH2:19][O:18][Si:1]([C:14]([CH3:17])([CH3:15])[CH3:16])([C:8]1[CH:13]=[CH:12][CH:11]=[CH:10][CH:9]=1)[C:2]1[CH:3]=[CH:4][CH:5]=[CH:6][CH:7]=1)(=[O:35])=[O:33], predict the reactants needed to synthesize it. The reactants are: [Si:1]([O:18][CH2:19][C:20]([F:24])([F:23])[CH2:21][OH:22])([C:14]([CH3:17])([CH3:16])[CH3:15])([C:8]1[CH:13]=[CH:12][CH:11]=[CH:10][CH:9]=1)[C:2]1[CH:7]=[CH:6][CH:5]=[CH:4][CH:3]=1.N1C(C)=CC=CC=1C.[O:33](S(C(F)(F)F)(=O)=O)[S:34]([C:37]([F:40])([F:39])[F:38])(=O)=[O:35]. (5) Given the product [O:14]1[CH:10]([CH2:9][OH:8])[CH2:11][C:12]2[CH:22]=[CH:21][C:20]3[C:15]([C:13]1=2)=[CH:16][CH:17]=[CH:18][CH:19]=3, predict the reactants needed to synthesize it. The reactants are: C([Si]([O:8][CH2:9][CH:10]1[O:14][C:13]2[C:15]3[C:20]([CH:21]=[CH:22][C:12]=2[CH2:11]1)=[CH:19][CH:18]=[CH:17][CH:16]=3)(C)C)(C)(C)C.[F-].C([N+](CCCC)(CCCC)CCCC)CCC.O1C(CO)CC2C=CC3CCCC=3C1=2. (6) Given the product [Br:12][C:10]1[CH:9]=[N:8][N:7]([C:1]2[CH:2]=[CH:3][CH:4]=[CH:5][CH:6]=2)[CH:11]=1, predict the reactants needed to synthesize it. The reactants are: [C:1]1([N:7]2[CH:11]=[CH:10][CH:9]=[N:8]2)[CH:6]=[CH:5][CH:4]=[CH:3][CH:2]=1.[Br:12]Br.O.C([O-])(O)=O.[Na+]. (7) Given the product [Cl:42][C:28]1[CH:27]=[C:26]([NH:25][C:23]2[C:24]3[N:16]([CH2:15][CH2:14][O:13][CH2:12][CH2:11][OH:10])[CH:17]=[CH:18][C:19]=3[N:20]=[CH:21][N:22]=2)[CH:41]=[CH:40][C:29]=1[O:30][C:31]1[CH:32]=[C:33]([CH:37]=[CH:38][CH:39]=1)[C:34]([NH:46][CH2:45][C:44]([F:48])([F:47])[F:43])=[O:35], predict the reactants needed to synthesize it. The reactants are: Cl.C([O:10][CH2:11][CH2:12][O:13][CH2:14][CH2:15][N:16]1[C:24]2[C:23]([NH:25][C:26]3[CH:41]=[CH:40][C:29]([O:30][C:31]4[CH:32]=[C:33]([CH:37]=[CH:38][CH:39]=4)[C:34](O)=[O:35])=[C:28]([Cl:42])[CH:27]=3)=[N:22][CH:21]=[N:20][C:19]=2[CH:18]=[CH:17]1)(=O)C1C=CC=CC=1.[F:43][C:44]([F:48])([F:47])[CH2:45][NH2:46].Cl.C(N=C=NCCCN(C)C)C.ON1C2C=CC=CC=2N=N1.[OH-].[Na+]. (8) Given the product [Cl:1][C:2]1[CH:28]=[CH:27][C:5]([CH2:6][N:7]2[C:15]3[C:10](=[CH:11][C:12]([CH:16]=[C:17]4[S:21][C:20]([N:41]5[CH2:40][CH2:39][CH:38]([N:33]6[CH:37]=[N:36][CH:35]=[N:34]6)[CH2:43][CH2:42]5)=[N:19][C:18]4=[O:26])=[CH:13][CH:14]=3)[CH:9]=[N:8]2)=[C:4]([C:29]([F:30])([F:31])[F:32])[CH:3]=1, predict the reactants needed to synthesize it. The reactants are: [Cl:1][C:2]1[CH:28]=[CH:27][C:5]([CH2:6][N:7]2[C:15]3[C:10](=[CH:11][C:12]([CH:16]=[C:17]4[S:21][C:20](SCCC)=[N:19][C:18]4=[O:26])=[CH:13][CH:14]=3)[CH:9]=[N:8]2)=[C:4]([C:29]([F:32])([F:31])[F:30])[CH:3]=1.[N:33]1([CH:38]2[CH2:43][CH2:42][NH:41][CH2:40][CH2:39]2)[CH:37]=[N:36][CH:35]=[N:34]1.